This data is from Forward reaction prediction with 1.9M reactions from USPTO patents (1976-2016). The task is: Predict the product of the given reaction. Given the reactants [CH3:1][N:2]1[C:10]([C:11]([OH:13])=O)=[N:9][C:8]2[C:3]1=[N:4][CH:5]=[N:6][C:7]=2[N:14]1[CH2:19][CH2:18][CH:17]([N:20]2[C:24]3[CH:25]=[CH:26][CH:27]=[CH:28][C:23]=3[NH:22][C:21]2=[O:29])[CH2:16][CH2:15]1.CCN(C(C)C)C(C)C.Cl.[CH3:40][NH:41][O:42][CH3:43].CN(C(ON1N=NC2C=CC=NC1=2)=[N+](C)C)C.F[P-](F)(F)(F)(F)F, predict the reaction product. The product is: [CH3:43][O:42][N:41]([CH3:40])[C:11]([C:10]1[N:2]([CH3:1])[C:3]2[C:8]([N:9]=1)=[C:7]([N:14]1[CH2:15][CH2:16][CH:17]([N:20]3[C:24]4[CH:25]=[CH:26][CH:27]=[CH:28][C:23]=4[NH:22][C:21]3=[O:29])[CH2:18][CH2:19]1)[N:6]=[CH:5][N:4]=2)=[O:13].